Dataset: Forward reaction prediction with 1.9M reactions from USPTO patents (1976-2016). Task: Predict the product of the given reaction. Given the reactants [C:1]([C:3]1[CH:8]=[CH:7][C:6]([CH2:9][C:10]([O:12][CH3:13])=[O:11])=[C:5]([N+:14]([O-])=O)[CH:4]=1)#[N:2].S([O-])([O-])(=O)=O.[Mg+2], predict the reaction product. The product is: [NH2:14][C:5]1[CH:4]=[C:3]([C:1]#[N:2])[CH:8]=[CH:7][C:6]=1[CH2:9][C:10]([O:12][CH3:13])=[O:11].